This data is from Reaction yield outcomes from USPTO patents with 853,638 reactions. The task is: Predict the reaction yield, written as a fraction of the theoretical maximum amount of product (1.0 means a 100% yield; for example, 0.34 means a 34% yield). (1) The reactants are [CH2:1]([O:8][C:9]1[CH:10]=[C:11]2[C:16](=[CH:17][CH:18]=1)[N:15]=[C:14]([CH2:19][CH:20]([CH3:22])[CH3:21])[C:13]([CH2:23]O)=[C:12]2[CH2:25][CH2:26][CH2:27][CH3:28])[C:2]1[CH:7]=[CH:6][CH:5]=[CH:4][CH:3]=1.C(N(CC)CC)C.CS(Cl)(=O)=O.[C:41]1(=[O:51])[NH:45][C:44](=[O:46])[C:43]2=[CH:47][CH:48]=[CH:49][CH:50]=[C:42]12.[K]. The catalyst is O1CCCC1.O. The product is [CH2:1]([O:8][C:9]1[CH:10]=[C:11]2[C:16](=[CH:17][CH:18]=1)[N:15]=[C:14]([CH2:19][CH:20]([CH3:22])[CH3:21])[C:13]([CH2:23][N:45]1[C:41](=[O:51])[C:42]3[C:43](=[CH:47][CH:48]=[CH:49][CH:50]=3)[C:44]1=[O:46])=[C:12]2[CH2:25][CH2:26][CH2:27][CH3:28])[C:2]1[CH:3]=[CH:4][CH:5]=[CH:6][CH:7]=1. The yield is 0.940. (2) The reactants are [C:1](Cl)(=[O:5])[CH:2]([CH3:4])[CH3:3].[NH:7]1[C:11]([C:12]2[CH:13]=[C:14]([C:18]3[CH:19]=[CH:20][C:21]4[O:25][C:24]([C:26]5[CH:31]=[CH:30][C:29]([F:32])=[CH:28][CH:27]=5)=[C:23]([C:33]([NH:35][CH3:36])=[O:34])[C:22]=4[CH:37]=3)[CH:15]=[CH:16][CH:17]=2)=NN=[N:8]1. The catalyst is N1C=CC=CC=1. The product is [F:32][C:29]1[CH:28]=[CH:27][C:26]([C:24]2[O:25][C:21]3[CH:20]=[CH:19][C:18]([C:14]4[CH:15]=[CH:16][CH:17]=[C:12]([C:11]5[O:5][C:1]([CH:2]([CH3:4])[CH3:3])=[N:8][N:7]=5)[CH:13]=4)=[CH:37][C:22]=3[C:23]=2[C:33]([NH:35][CH3:36])=[O:34])=[CH:31][CH:30]=1. The yield is 0.200. (3) The reactants are Br[C:2]1[CH:7]=[CH:6][C:5]([CH:8]2[CH2:10][CH2:9]2)=[CH:4][N:3]=1.[I-:11].[Na+].CN[C@@H]1CCCC[C@H]1NC. The catalyst is O1CCOCC1.[Cu](I)I. The product is [CH:8]1([C:5]2[CH:6]=[CH:7][C:2]([I:11])=[N:3][CH:4]=2)[CH2:10][CH2:9]1. The yield is 0.810. (4) The yield is 1.00. The catalyst is C(O)C.[Pd]. The reactants are [C@H:1]1([NH:15]C(=O)OCC2C=CC=CC=2)[CH2:6][CH2:5][C@H:4]([NH:7][C:8](=[O:14])[O:9][C:10]([CH3:13])([CH3:12])[CH3:11])[CH2:3][CH2:2]1. The product is [NH2:15][C@@H:1]1[CH2:6][CH2:5][C@H:4]([NH:7][C:8](=[O:14])[O:9][C:10]([CH3:12])([CH3:11])[CH3:13])[CH2:3][CH2:2]1. (5) The reactants are C(N[C:5]1[C:6](=[O:23])[O:7][C:8]2[C:13]([CH:14]=1)=[CH:12][C:11]([O:15]C(=O)C)=[C:10]([O:19]C(=O)C)[CH:9]=2)(=O)C.CC(O)=[O:26]. The catalyst is Cl. The product is [OH:26][C:5]1[C:6](=[O:23])[O:7][C:8]2[C:13]([CH:14]=1)=[CH:12][C:11]([OH:15])=[C:10]([OH:19])[CH:9]=2. The yield is 0.140. (6) The reactants are C[O:2][C:3]1[CH:8]=[CH:7][N:6]=[CH:5][CH:4]=1.[C:9](Cl)(=[O:11])[CH3:10].[Si](OS(C(F)(F)F)(=O)=O)(C)(C)C.[C:25]1([Mg]Cl)[CH:30]=[CH:29][CH:28]=[CH:27][CH:26]=1. The catalyst is O1CCCC1. The product is [C:9]([N:6]1[CH:7]=[CH:8][C:3](=[O:2])[CH2:4][CH:5]1[C:25]1[CH:30]=[CH:29][CH:28]=[CH:27][CH:26]=1)(=[O:11])[CH3:10]. The yield is 0.650. (7) The reactants are C([O-])(=O)C.[NH4+:5].[CH3:6][CH:7]1[CH2:11][CH2:10][C:9](=O)[C@@H:8]1[C:13]([O:15][CH2:16][CH3:17])=[O:14]. The catalyst is CO. The product is [NH2:5][C:9]1[CH2:10][CH2:11][C@@H:7]([CH3:6])[C:8]=1[C:13]([O:15][CH2:16][CH3:17])=[O:14]. The yield is 0.970. (8) The reactants are C([O:8][C:9]1[C:18](=[O:19])[N:17]2[C:12]([CH2:13][O:14][CH2:15][CH2:16]2)=[N:11][C:10]=1[C:20]([O:22][CH2:23][CH3:24])=[O:21])C1C=CC=CC=1.[H][H]. The catalyst is C(OCC)(=O)C.C(O)C.[Pd]. The product is [OH:8][C:9]1[C:18](=[O:19])[N:17]2[C:12]([CH2:13][O:14][CH2:15][CH2:16]2)=[N:11][C:10]=1[C:20]([O:22][CH2:23][CH3:24])=[O:21]. The yield is 0.940. (9) The reactants are [CH2:1]([S:3]([C:6]1[CH:7]=[C:8]([C:12]2[CH:20]=[CH:19][C:18]([OH:21])=[C:17]3[C:13]=2[C:14]2[CH:25]=[C:24]([CH3:26])[CH:23]=[N:22][C:15]=2[NH:16]3)[CH:9]=[CH:10][CH:11]=1)(=[O:5])=[O:4])[CH3:2].[CH3:27][C@@H:28]1[CH2:30][O:29]1.C(N(CC)CC)C. The catalyst is CCO. The product is [CH2:1]([S:3]([C:6]1[CH:7]=[C:8]([C:12]2[CH:20]=[CH:19][C:18]([O:21][CH2:27][C@H:28]([OH:29])[CH3:30])=[C:17]3[C:13]=2[C:14]2[CH:25]=[C:24]([CH3:26])[CH:23]=[N:22][C:15]=2[NH:16]3)[CH:9]=[CH:10][CH:11]=1)(=[O:5])=[O:4])[CH3:2]. The yield is 0.200.